This data is from Reaction yield outcomes from USPTO patents with 853,638 reactions. The task is: Predict the reaction yield, written as a fraction of the theoretical maximum amount of product (1.0 means a 100% yield; for example, 0.34 means a 34% yield). (1) The reactants are [Cl:1][C:2]1[S:6][C:5]([C:7]([O:9]C)=[O:8])=[CH:4][C:3]=1[C:11]1[N:15]([CH3:16])[N:14]=[CH:13][C:12]=1[CH3:17].[OH-].[Na+]. The catalyst is O1CCCC1. The product is [Cl:1][C:2]1[S:6][C:5]([C:7]([OH:9])=[O:8])=[CH:4][C:3]=1[C:11]1[N:15]([CH3:16])[N:14]=[CH:13][C:12]=1[CH3:17]. The yield is 0.950. (2) The reactants are [NH2:1][C:2]1[NH:3][N:4]=[C:5]([CH3:7])[CH:6]=1.FC1C=CC(C(O[C:16]([C:24]2[CH:29]=[CH:28][C:27]([F:30])=[CH:26][CH:25]=2)=[CH:17][C:18]2[CH:23]=[CH:22][N:21]=[CH:20][CH:19]=2)=O)=CC=1. The catalyst is CCO.Cl. The product is [F:30][C:27]1[CH:26]=[CH:25][C:24]([C:16]2[C:17]([C:18]3[CH:19]=[CH:20][N:21]=[CH:22][CH:23]=3)=[C:16]([C:24]3[CH:29]=[CH:28][C:27]([F:30])=[CH:26][CH:25]=3)[N:3]3[N:4]=[C:5]([CH3:7])[CH:6]=[C:2]3[N:1]=2)=[CH:29][CH:28]=1. The yield is 0.0300. (3) The reactants are N1([C:6]([C:8]2[C:9]([CH3:16])=[C:10]([CH:14]=O)[NH:11][C:12]=2[CH3:13])=[O:7])C=CN=C1.[NH2:17][CH2:18][C@@H:19]([OH:27])[CH2:20][N:21]1[CH2:26][CH2:25][O:24][CH2:23][CH2:22]1.[Cl:28][C:29]1[CH:30]=[C:31]2[C:35](=[CH:36][CH:37]=1)[NH:34][C:33](=[O:38])[CH2:32]2.C(N(CC)CC)C. The catalyst is C1COCC1. The product is [Cl:28][C:29]1[CH:30]=[C:31]2[C:35](=[CH:36][CH:37]=1)[NH:34][C:33](=[O:38])/[C:32]/2=[CH:14]\[C:10]1[NH:11][C:12]([CH3:13])=[C:8]([C:6]([NH:17][CH2:18][C@@H:19]([OH:27])[CH2:20][N:21]2[CH2:22][CH2:23][O:24][CH2:25][CH2:26]2)=[O:7])[C:9]=1[CH3:16]. The yield is 0.290. (4) The reactants are [N:1]12[CH2:8][CH2:7][C:4]([C:9]([C:18]3[CH:23]=[CH:22][CH:21]=[C:20]([F:24])[CH:19]=3)([C:11]3[CH:16]=[CH:15][CH:14]=[C:13]([F:17])[CH:12]=3)[OH:10])([CH2:5][CH2:6]1)[CH2:3][CH2:2]2.[C:25]1([CH2:31][O:32][CH2:33][CH2:34][Br:35])[CH:30]=[CH:29][CH:28]=[CH:27][CH:26]=1. The catalyst is CC#N. The product is [Br-:35].[F:17][C:13]1[CH:12]=[C:11]([C:9]([C:18]2[CH:23]=[CH:22][CH:21]=[C:20]([F:24])[CH:19]=2)([OH:10])[C:4]23[CH2:5][CH2:6][N+:1]([CH2:34][CH2:33][O:32][CH2:31][C:25]4[CH:30]=[CH:29][CH:28]=[CH:27][CH:26]=4)([CH2:2][CH2:3]2)[CH2:8][CH2:7]3)[CH:16]=[CH:15][CH:14]=1. The yield is 0.432. (5) The product is [F:17][C:12]1[CH:13]=[CH:14][CH:15]=[C:16]2[C:11]=1[C:10]([NH2:18])=[N:9][C:8]2([C:4]1[CH:5]=[CH:6][CH:7]=[C:2]([C:33]2[CH:34]=[N:29][CH:30]=[N:31][CH:32]=2)[CH:3]=1)[C:19]1[CH:24]=[CH:23][N:22]=[C:21]([C:25]([F:26])([F:28])[F:27])[CH:20]=1. The catalyst is C1C=CC(P(C2C=CC=CC=2)[C-]2C=CC=C2)=CC=1.C1C=CC(P(C2C=CC=CC=2)[C-]2C=CC=C2)=CC=1.Cl[Pd]Cl.[Fe+2].C(Cl)Cl. The yield is 0.460. The reactants are Br[C:2]1[CH:3]=[C:4]([C:8]2([C:19]3[CH:24]=[CH:23][N:22]=[C:21]([C:25]([F:28])([F:27])[F:26])[CH:20]=3)[C:16]3[C:11](=[C:12]([F:17])[CH:13]=[CH:14][CH:15]=3)[C:10]([NH2:18])=[N:9]2)[CH:5]=[CH:6][CH:7]=1.[N:29]1[CH:34]=[C:33](B(O)O)[CH:32]=[N:31][CH:30]=1.C([O-])([O-])=O.[K+].[K+]. (6) The reactants are [Br:1][C:2]1[C:11]([F:12])=[CH:10][C:5]2[N:6]=[C:7](N)[S:8][C:4]=2[CH:3]=1.N(OCCC(C)C)=O. The catalyst is O1CCOCC1. The product is [Br:1][C:2]1[C:11]([F:12])=[CH:10][C:5]2[N:6]=[CH:7][S:8][C:4]=2[CH:3]=1. The yield is 0.530. (7) The product is [C:1]([O:5][C:6]([NH:8][C@@H:9]([CH3:16])/[CH:10]=[CH:33]/[C:31]([O:30][CH3:29])=[O:32])=[O:7])([CH3:2])([CH3:3])[CH3:4]. The yield is 0.690. The reactants are [C:1]([O:5][C:6]([NH:8][C@@H:9]([CH3:16])[C:10](N(OC)C)=O)=[O:7])([CH3:4])([CH3:3])[CH3:2].[H-].[Al+3].[Li+].[H-].[H-].[H-].S([O-])(O)(=O)=O.[K+].[CH3:29][O:30][C:31]([CH2:33]P(OC)(OC)=O)=[O:32].[H-].[Na+]. The catalyst is C(OCC)C.O1CCCC1.[Cl-].[Na+].O.C(OCC)(=O)C.O.